The task is: Predict which catalyst facilitates the given reaction.. This data is from Catalyst prediction with 721,799 reactions and 888 catalyst types from USPTO. (1) Reactant: [OH:1][C:2]1[CH:9]=[CH:8][C:5]([CH:6]=O)=[CH:4][CH:3]=1.[NH:10]1[CH2:15][CH2:14][O:13][CH2:12][CH2:11]1.C(O)=O.Cl. Product: [O:13]1[CH2:14][CH2:15][N:10]([CH2:6][C:5]2[CH:8]=[CH:9][C:2]([OH:1])=[CH:3][CH:4]=2)[CH2:11][CH2:12]1. The catalyst class is: 6. (2) The catalyst class is: 19. Product: [CH:7]1([C:10]([N:12]2[CH2:16][CH2:15][C@@H:14]([CH2:17][NH:18][C:19]3[C:20]([NH2:29])=[CH:21][C:22]([C:25]([F:26])([F:27])[F:28])=[CH:23][CH:24]=3)[CH2:13]2)=[O:11])[CH2:9][CH2:8]1. Reactant: CCOC(C)=O.[CH:7]1([C:10]([N:12]2[CH2:16][CH2:15][C@@H:14]([CH2:17][NH:18][C:19]3[CH:24]=[CH:23][C:22]([C:25]([F:28])([F:27])[F:26])=[CH:21][C:20]=3[N+:29]([O-])=O)[CH2:13]2)=[O:11])[CH2:9][CH2:8]1. (3) Reactant: [CH:1]1([C:7]([C:21]2[CH:26]=[CH:25][CH:24]=[CH:23][CH:22]=2)([C:9]2[N:13]=[CH:12][N:11]([CH2:14][CH:15]3[CH2:20][CH2:19][NH:18][CH2:17][CH2:16]3)[N:10]=2)[OH:8])[CH2:6][CH2:5][CH2:4][CH2:3][CH2:2]1.Br[CH2:28][CH2:29][C:30]1[CH:35]=[CH:34][C:33]([CH2:36][CH2:37][N:38]2[C:46](=[O:47])[C:45]3[C:40](=[CH:41][CH:42]=[CH:43][CH:44]=3)[C:39]2=[O:48])=[CH:32][CH:31]=1.C(N(CC)CC)C. Product: [CH:21]1([C@@:7]([OH:8])([C:1]2[CH:6]=[CH:5][CH:4]=[CH:3][CH:2]=2)[C:9]2[N:13]=[CH:12][N:11]([CH2:14][CH:15]3[CH2:20][CH2:19][N:18]([CH2:28][CH2:29][C:30]4[CH:31]=[CH:32][C:33]([CH2:36][CH2:37][N:38]5[C:46](=[O:47])[C:45]6[C:40](=[CH:41][CH:42]=[CH:43][CH:44]=6)[C:39]5=[O:48])=[CH:34][CH:35]=4)[CH2:17][CH2:16]3)[N:10]=2)[CH2:26][CH2:25][CH2:24][CH2:23][CH2:22]1. The catalyst class is: 10.